Dataset: NCI-60 drug combinations with 297,098 pairs across 59 cell lines. Task: Regression. Given two drug SMILES strings and cell line genomic features, predict the synergy score measuring deviation from expected non-interaction effect. (1) Drug 1: CC1=C(C(=O)C2=C(C1=O)N3CC4C(C3(C2COC(=O)N)OC)N4)N. Drug 2: C(CCl)NC(=O)N(CCCl)N=O. Cell line: TK-10. Synergy scores: CSS=35.5, Synergy_ZIP=4.80, Synergy_Bliss=9.11, Synergy_Loewe=-35.6, Synergy_HSA=9.06. (2) Drug 1: COC1=CC(=CC(=C1O)OC)C2C3C(COC3=O)C(C4=CC5=C(C=C24)OCO5)OC6C(C(C7C(O6)COC(O7)C8=CC=CS8)O)O. Drug 2: CN(C(=O)NC(C=O)C(C(C(CO)O)O)O)N=O. Cell line: IGROV1. Synergy scores: CSS=33.6, Synergy_ZIP=3.92, Synergy_Bliss=2.91, Synergy_Loewe=-56.5, Synergy_HSA=4.04. (3) Drug 1: CC1=C(C=C(C=C1)NC2=NC=CC(=N2)N(C)C3=CC4=NN(C(=C4C=C3)C)C)S(=O)(=O)N.Cl. Drug 2: C1CC(=O)NC(=O)C1N2C(=O)C3=CC=CC=C3C2=O. Cell line: SF-295. Synergy scores: CSS=2.04, Synergy_ZIP=-1.37, Synergy_Bliss=-0.884, Synergy_Loewe=-0.877, Synergy_HSA=-0.767.